This data is from Catalyst prediction with 721,799 reactions and 888 catalyst types from USPTO. The task is: Predict which catalyst facilitates the given reaction. (1) Reactant: [F:1][C:2]([F:30])([F:29])[C:3]1[CH:4]=[C:5]([C:13]([C:15]2([NH:18][C:19](=[O:28])[O:20][CH2:21][C:22]3[CH:27]=[CH:26][CH:25]=[CH:24][CH:23]=3)[CH2:17][CH2:16]2)=[O:14])[CH:6]=[C:7]([C:9]([F:12])([F:11])[F:10])[CH:8]=1.[H-].[Al+3].[Li+].[H-].[H-].[H-]. Product: [F:1][C:2]([F:29])([F:30])[C:3]1[CH:4]=[C:5]([CH:13]([OH:14])[C:15]2([NH:18][C:19](=[O:28])[O:20][CH2:21][C:22]3[CH:27]=[CH:26][CH:25]=[CH:24][CH:23]=3)[CH2:17][CH2:16]2)[CH:6]=[C:7]([C:9]([F:12])([F:10])[F:11])[CH:8]=1. The catalyst class is: 1. (2) Reactant: O[C:2]1[C:11]2[C:6](=[N:7][CH:8]=[CH:9][CH:10]=2)[N:5]([C:12]2[CH:17]=[CH:16][CH:15]=[CH:14][CH:13]=2)[C:4](=[O:18])[C:3]=1[C:19](=O)[CH2:20][CH2:21][C:22]1[CH:27]=[CH:26][N:25]=[CH:24][CH:23]=1.O.[NH2:30][NH2:31]. Product: [C:12]1([N:5]2[C:6]3[N:7]=[CH:8][CH:9]=[CH:10][C:11]=3[C:2]3[NH:30][N:31]=[C:19]([CH2:20][CH2:21][C:22]4[CH:27]=[CH:26][N:25]=[CH:24][CH:23]=4)[C:3]=3[C:4]2=[O:18])[CH:17]=[CH:16][CH:15]=[CH:14][CH:13]=1. The catalyst class is: 8. (3) Reactant: [Cl:1][C:2]1[C:7]([O:8][C:9]2[CH:14]=[CH:13][C:12]([N+:15]([O-])=O)=[CH:11][N:10]=2)=[CH:6][C:5]([NH:18][C:19](=[O:31])[C:20]2[CH:25]=[CH:24][CH:23]=[C:22]([C:26]([C:29]#[N:30])([CH3:28])[CH3:27])[CH:21]=2)=[C:4]([F:32])[CH:3]=1.[Cl-].[Ca+2].[Cl-].O. Product: [NH2:15][C:12]1[CH:13]=[CH:14][C:9]([O:8][C:7]2[C:2]([Cl:1])=[CH:3][C:4]([F:32])=[C:5]([NH:18][C:19](=[O:31])[C:20]3[CH:25]=[CH:24][CH:23]=[C:22]([C:26]([C:29]#[N:30])([CH3:28])[CH3:27])[CH:21]=3)[CH:6]=2)=[N:10][CH:11]=1. The catalyst class is: 8. (4) Reactant: F[C:2]1[CH:7]=[CH:6][C:5]([N+:8]([O-:10])=[O:9])=[CH:4][CH:3]=1.C(=O)([O-])O.[Na+].[NH:16]1[CH2:20][CH2:19][CH:18]([OH:21])[CH2:17]1. Product: [N+:8]([C:5]1[CH:6]=[CH:7][C:2]([N:16]2[CH2:20][CH2:19][CH:18]([OH:21])[CH2:17]2)=[CH:3][CH:4]=1)([O-:10])=[O:9]. The catalyst class is: 38. (5) Reactant: CS([O:5][CH2:6][CH:7]1[C:12](O)([C:13]2[CH:18]=[CH:17][CH:16]=[CH:15][CH:14]=2)[CH2:11][CH2:10][N:9]([C:20](=[O:32])[C:21]2[CH:26]=[CH:25][C:24]([O:27][CH:28]([CH3:30])[CH3:29])=[C:23]([CH3:31])[CH:22]=2)[CH2:8]1)(=O)=O.[H-].[Na+]. Product: [CH:28]([O:27][C:24]1[CH:25]=[CH:26][C:21]([C:20]([N:9]2[CH2:10][CH2:11][C:12]3([C:13]4[CH:18]=[CH:17][CH:16]=[CH:15][CH:14]=4)[CH:7]([CH2:6][O:5]3)[CH2:8]2)=[O:32])=[CH:22][C:23]=1[CH3:31])([CH3:29])[CH3:30]. The catalyst class is: 1. (6) Reactant: [OH:1][C:2]1[CH:7]=[CH:6][C:5]([NH:8][CH2:9][C:10]2[CH:11]=[N:12][CH:13]=[CH:14][CH:15]=2)=[CH:4][CH:3]=1.N1C=CN=C1.[Si:21](Cl)([C:24]([CH3:27])([CH3:26])[CH3:25])([CH3:23])[CH3:22]. Product: [Si:21]([O:1][C:2]1[CH:3]=[CH:4][C:5]([NH:8][CH2:9][C:10]2[CH:11]=[N:12][CH:13]=[CH:14][CH:15]=2)=[CH:6][CH:7]=1)([C:24]([CH3:27])([CH3:26])[CH3:25])([CH3:23])[CH3:22]. The catalyst class is: 1.